The task is: Binary Classification. Given a drug SMILES string, predict its activity (active/inactive) in a high-throughput screening assay against a specified biological target.. This data is from HIV replication inhibition screening data with 41,000+ compounds from the AIDS Antiviral Screen. (1) The drug is CC(=O)OCC1OC(c2nc3ccccc3s2)=CC(OC(C)=O)C1OC(C)=O. The result is 0 (inactive). (2) The compound is Cc1cc(C)[n+]([O-])c(C)c1. The result is 0 (inactive).